Regression. Given two drug SMILES strings and cell line genomic features, predict the synergy score measuring deviation from expected non-interaction effect. From a dataset of NCI-60 drug combinations with 297,098 pairs across 59 cell lines. (1) Drug 1: C1CC(C1)(C(=O)O)C(=O)O.[NH2-].[NH2-].[Pt+2]. Drug 2: CCC1=C2CN3C(=CC4=C(C3=O)COC(=O)C4(CC)O)C2=NC5=C1C=C(C=C5)O. Cell line: SK-OV-3. Synergy scores: CSS=11.4, Synergy_ZIP=-6.92, Synergy_Bliss=-0.114, Synergy_Loewe=-12.6, Synergy_HSA=0.749. (2) Drug 1: C1=CC(=CC=C1C#N)C(C2=CC=C(C=C2)C#N)N3C=NC=N3. Drug 2: C1=CN(C(=O)N=C1N)C2C(C(C(O2)CO)O)O.Cl. Synergy scores: CSS=40.4, Synergy_ZIP=4.44, Synergy_Bliss=5.37, Synergy_Loewe=3.38, Synergy_HSA=7.59. Cell line: SW-620. (3) Drug 1: C(=O)(N)NO. Drug 2: CN(CC1=CN=C2C(=N1)C(=NC(=N2)N)N)C3=CC=C(C=C3)C(=O)NC(CCC(=O)O)C(=O)O. Cell line: UO-31. Synergy scores: CSS=-24.8, Synergy_ZIP=25.7, Synergy_Bliss=36.7, Synergy_Loewe=-58.9, Synergy_HSA=-3.74. (4) Drug 1: C1CCC(C1)C(CC#N)N2C=C(C=N2)C3=C4C=CNC4=NC=N3. Drug 2: CC1=CC2C(CCC3(C2CCC3(C(=O)C)OC(=O)C)C)C4(C1=CC(=O)CC4)C. Cell line: HL-60(TB). Synergy scores: CSS=-9.09, Synergy_ZIP=13.1, Synergy_Bliss=17.1, Synergy_Loewe=4.24, Synergy_HSA=5.08. (5) Drug 1: C1=CC(=CC=C1CCCC(=O)O)N(CCCl)CCCl. Drug 2: COCCOC1=C(C=C2C(=C1)C(=NC=N2)NC3=CC=CC(=C3)C#C)OCCOC.Cl. Cell line: IGROV1. Synergy scores: CSS=44.1, Synergy_ZIP=8.60, Synergy_Bliss=8.13, Synergy_Loewe=13.3, Synergy_HSA=14.3.